Dataset: Full USPTO retrosynthesis dataset with 1.9M reactions from patents (1976-2016). Task: Predict the reactants needed to synthesize the given product. (1) Given the product [NH2:3][C:4]1[N:12]=[CH:11][N:10]=[C:9]2[C:5]=1[N:6]=[CH:7][N:8]2[C@H:13]1[C@@H:17]2[O:18][C:19]([CH3:21])([CH3:22])[O:20][C@@H:16]2[C@@H:15]([CH2:23][S:27][CH2:28][CH2:29][CH:30]([NH:31][C:32]([O:33][C:34]([CH3:37])([CH3:36])[CH3:35])=[O:38])[C:26]([O:40][CH3:39])=[O:25])[O:14]1, predict the reactants needed to synthesize it. The reactants are: [H-].[Na+].[NH2:3][C:4]1[N:12]=[CH:11][N:10]=[C:9]2[C:5]=1[N:6]=[CH:7][N:8]2[C@H:13]1[C@@H:17]2[O:18][C:19]([CH3:22])([CH3:21])[O:20][C@@H:16]2[C@@H:15]([CH2:23]O)[O:14]1.[O:25]=[C:26]1[CH:30]([NH:31][C:32](=[O:38])[O:33][C:34]([CH3:37])([CH3:36])[CH3:35])[CH2:29][CH2:28][S:27]1.[CH3:39][O-:40].[Na+]. (2) Given the product [Cl:18][C:15]1[C:16](=[O:17])[N:11]([C:6]2[CH:5]=[C:4]([CH:9]=[CH:8][C:7]=2[CH3:10])[C:3]([N:45]([O:46][CH3:31])[CH3:44])=[O:28])[C:12]([CH3:27])=[N:13][C:14]=1[O:19][CH2:20][C:21]1[N:22]=[C:23]([CH3:26])[S:24][CH:25]=1, predict the reactants needed to synthesize it. The reactants are: CO[C:3](=[O:28])[C:4]1[CH:9]=[CH:8][C:7]([CH3:10])=[C:6]([N:11]2[C:16](=[O:17])[C:15]([Cl:18])=[C:14]([O:19][CH2:20][C:21]3[N:22]=[C:23]([CH3:26])[S:24][CH:25]=3)[N:13]=[C:12]2[CH3:27])[CH:5]=1.[OH-].[Na+].[C:31](N1C=CN=C1)(N1C=CN=C1)=O.Cl.[CH3:44][N:45](C)[OH:46].C(N(CC)CC)C. (3) Given the product [Br:1][C:2]1[CH:15]=[CH:14][C:5]2[NH:6][C:7](=[S:25])[C:8]3([CH2:11][NH:12][C:4]=2[CH:3]=1)[CH2:10][CH2:9]3, predict the reactants needed to synthesize it. The reactants are: [Br:1][C:2]1[CH:15]=[CH:14][C:5]2[NH:6][C:7](=O)[C:8]3([CH2:11][NH:12][C:4]=2[CH:3]=1)[CH2:10][CH2:9]3.COC1C=CC(P2(SP(C3C=CC(OC)=CC=3)(=S)S2)=[S:25])=CC=1. (4) The reactants are: [C:1]1([CH:7]([C:19]2[CH:24]=[CH:23][CH:22]=[CH:21][CH:20]=2)[O:8][CH:9]2[CH2:14][CH2:13][N:12]([CH2:15][CH2:16][CH2:17][NH2:18])[CH2:11][CH2:10]2)[CH:6]=[CH:5][CH:4]=[CH:3][CH:2]=1.Cl[C:26]1[CH:27]=[CH:28][C:29]2[N:30]([CH:32]=[C:33]([C:35]([CH3:42])([CH3:41])[C:36]([O:38][CH2:39][CH3:40])=[O:37])[N:34]=2)[N:31]=1.C(=O)(O)[O-].[Na+].[C:48]([OH:55])(=[O:54])/[CH:49]=[CH:50]/[C:51]([OH:53])=[O:52]. Given the product [C:48]([OH:55])(=[O:54])/[CH:49]=[CH:50]/[C:51]([OH:53])=[O:52].[C:48]([OH:55])(=[O:54])/[CH:49]=[CH:50]/[C:51]([OH:53])=[O:52].[C:19]1([CH:7]([C:1]2[CH:2]=[CH:3][CH:4]=[CH:5][CH:6]=2)[O:8][CH:9]2[CH2:14][CH2:13][N:12]([CH2:15][CH2:16][CH2:17][NH:18][C:26]3[CH:27]=[CH:28][C:29]4[N:30]([CH:32]=[C:33]([C:35]([CH3:41])([CH3:42])[C:36]([O:38][CH2:39][CH3:40])=[O:37])[N:34]=4)[N:31]=3)[CH2:11][CH2:10]2)[CH:24]=[CH:23][CH:22]=[CH:21][CH:20]=1, predict the reactants needed to synthesize it. (5) The reactants are: [C:1]1([CH:8]=[CH:7][C:5]([OH:6])=[CH:4][CH:3]=1)[OH:2].[C:9](Cl)(=[O:16])[C:10]1[CH:15]=[CH:14][CH:13]=[CH:12][CH:11]=1. Given the product [C:9]([C:3]1[CH:4]=[C:5]([OH:6])[CH:7]=[CH:8][C:1]=1[OH:2])(=[O:16])[C:10]1[CH:15]=[CH:14][CH:13]=[CH:12][CH:11]=1, predict the reactants needed to synthesize it. (6) Given the product [F:1][C:2]1[CH:3]=[CH:4][C:5]([CH:8]([C:12]2[CH:17]=[CH:16][CH:15]=[C:14]([S:18]([CH3:21])(=[O:20])=[O:19])[CH:13]=2)[CH2:9][CH2:10][NH2:11])=[CH:6][CH:7]=1, predict the reactants needed to synthesize it. The reactants are: [F:1][C:2]1[CH:7]=[CH:6][C:5](/[C:8](/[C:12]2[CH:17]=[CH:16][CH:15]=[C:14]([S:18]([CH3:21])(=[O:20])=[O:19])[CH:13]=2)=[CH:9]\[C:10]#[N:11])=[CH:4][CH:3]=1. (7) The reactants are: Br[C:2]1[CH:3]=[C:4]([C:8]2[C:17]3[C:12](=[C:13]([C:18]([F:21])([F:20])[F:19])[CH:14]=[CH:15][CH:16]=3)[N:11]=[C:10]([C:22]([F:25])([F:24])[F:23])[N:9]=2)[CH:5]=[CH:6][CH:7]=1.[CH3:26][S:27]([C:30]1[CH:31]=[C:32](B(O)O)[CH:33]=[CH:34][CH:35]=1)(=[O:29])=[O:28]. Given the product [CH3:26][S:27]([C:30]1[CH:31]=[C:32]([C:2]2[CH:7]=[CH:6][CH:5]=[C:4]([C:8]3[C:17]4[C:12](=[C:13]([C:18]([F:21])([F:20])[F:19])[CH:14]=[CH:15][CH:16]=4)[N:11]=[C:10]([C:22]([F:25])([F:23])[F:24])[N:9]=3)[CH:3]=2)[CH:33]=[CH:34][CH:35]=1)(=[O:29])=[O:28], predict the reactants needed to synthesize it. (8) Given the product [CH:48]1([N:30]([CH2:31][C:32]2[CH:37]=[C:36]([CH2:38][CH2:39][CH2:40][O:41][CH3:42])[CH:35]=[C:34]([O:43][CH2:44][CH2:45][O:46][CH3:47])[CH:33]=2)[C:28]([C@@H:16]2[C@@:15]([OH:51])([C:13]3[CH:12]=[CH:11][NH:10][C:9](=[O:8])[CH:14]=3)[CH2:20][CH2:19][N:18]([C:21]([O:23][C:24]([CH3:26])([CH3:27])[CH3:25])=[O:22])[CH2:17]2)=[O:29])[CH2:50][CH2:49]1, predict the reactants needed to synthesize it. The reactants are: C([O:8][C:9]1[CH:14]=[C:13]([C@@:15]2([O:51]C)[CH2:20][CH2:19][N:18]([C:21]([O:23][C:24]([CH3:27])([CH3:26])[CH3:25])=[O:22])[CH2:17][C@@H:16]2[C:28]([N:30]([CH:48]2[CH2:50][CH2:49]2)[CH2:31][C:32]2[CH:37]=[C:36]([CH2:38][CH2:39][CH2:40][O:41][CH3:42])[CH:35]=[C:34]([O:43][CH2:44][CH2:45][O:46][CH3:47])[CH:33]=2)=[O:29])[CH:12]=[CH:11][N:10]=1)C1C=CC=CC=1. (9) Given the product [NH2:2][CH:3]([C:8]1[CH:13]=[CH:12][C:11]([CH3:14])=[CH:10][CH:9]=1)[C:4]([NH2:15])=[O:5], predict the reactants needed to synthesize it. The reactants are: Cl.[NH2:2][CH:3]([C:8]1[CH:13]=[CH:12][C:11]([CH3:14])=[CH:10][CH:9]=1)[C:4](OC)=[O:5].[NH3:15].